From a dataset of Reaction yield outcomes from USPTO patents with 853,638 reactions. Predict the reaction yield, written as a fraction of the theoretical maximum amount of product (1.0 means a 100% yield; for example, 0.34 means a 34% yield). (1) The reactants are Cl.C[C:3]1[CH:8]=[C:7](C)[CH:6]=[CH:5][C:4]=1[NH:10][NH2:11].[F:12][C:13]([F:20])([CH3:19])[C:14](=O)[CH2:15][C:16]#[N:17].CC(C)(C)[C:23](=[O:27])CC#N. No catalyst specified. The product is [F:12][C:13]([C:14]1[CH:15]=[C:16]([NH2:17])[N:10]([C:4]2[CH:3]=[CH:8][C:7]([O:27][CH3:23])=[CH:6][CH:5]=2)[N:11]=1)([F:20])[CH3:19]. The yield is 0.110. (2) The catalyst is C(O)C. The product is [NH2:18][C:15]1[N:14]=[CH:13][C:12]([C@@H:10]([OH:11])[CH2:9][N:8]([CH2:25][C@H:26]2[CH2:35][CH2:34][C:33]3[C:28](=[CH:29][CH:30]=[C:31]([C:36]4[CH:37]=[CH:38][C:39]([C:40]([O:42][CH3:43])=[O:41])=[CH:44][CH:45]=4)[CH:32]=3)[O:27]2)[C:6]([O:5][C:1]([CH3:3])([CH3:2])[CH3:4])=[O:7])=[CH:17][CH:16]=1. The yield is 0.430. The reactants are [C:1]([O:5][C:6]([N:8]([CH2:25][C@H:26]1[CH2:35][CH2:34][C:33]2[C:28](=[CH:29][CH:30]=[C:31]([C:36]3[CH:45]=[CH:44][C:39]([C:40]([O:42][CH3:43])=[O:41])=[CH:38][CH:37]=3)[CH:32]=2)[O:27]1)[CH2:9][C@@H:10]([C:12]1[CH:13]=[N:14][C:15]([N:18]2C(C)=CC=C2C)=[CH:16][CH:17]=1)[OH:11])=[O:7])([CH3:4])([CH3:3])[CH3:2].O.NO.[OH-].[K+]. (3) The reactants are Cl[C:2]1[C:11]2[C:6](=[CH:7][C:8]([CH2:12][OH:13])=[CH:9][CH:10]=2)[N:5]=[C:4]([CH3:14])[CH:3]=1.[CH2:15]([NH2:19])[CH2:16][CH2:17][CH3:18]. The catalyst is N1CCCC1. The product is [CH2:15]([NH:19][C:12]([C:8]1[CH:7]=[C:6]2[C:11]([C:2]([N:19]3[CH2:18][CH2:17][CH2:16][CH2:15]3)=[CH:3][C:4]([CH3:14])=[N:5]2)=[CH:10][CH:9]=1)=[O:13])[CH2:16][CH2:17][CH3:18]. The yield is 0.430. (4) The reactants are C(OC([N:8]1[CH2:12][CH2:11][CH2:10][C:9]1([CH2:24][CH2:25][CH3:26])[C:13]([C:15]1[CH:16]=[C:17]2[CH:23]=[CH:22][NH:21][C:18]2=[N:19][CH:20]=1)=[O:14])=O)(C)(C)C. The catalyst is Cl. The product is [CH2:24]([C:9]1([C:13]([C:15]2[CH:16]=[C:17]3[CH:23]=[CH:22][NH:21][C:18]3=[N:19][CH:20]=2)=[O:14])[CH2:10][CH2:11][CH2:12][NH:8]1)[CH2:25][CH3:26]. The yield is 0.970. (5) The reactants are C(Cl)(=O)C(Cl)=O.[C:7]1([C:16]2[CH:21]=[CH:20][CH:19]=[CH:18][CH:17]=2)[CH:12]=[CH:11][CH:10]=[C:9]([C:13]([OH:15])=O)[CH:8]=1.Cl.[Cl:23][C:24]1[CH:25]=[CH:26][C:27]([NH:34][C:35]([CH:37]2[CH2:42][CH2:41][CH2:40][NH:39][CH2:38]2)=[O:36])=[C:28]([CH:33]=1)[C:29]([O:31][CH3:32])=[O:30].C(N(CC)CC)C.O.C(=O)(O)[O-].[Na+]. The catalyst is CC(N(C)C)=O.C1COCC1.CN(C=O)C. The product is [C:7]1([C:16]2[CH:21]=[CH:20][CH:19]=[CH:18][CH:17]=2)[CH:12]=[CH:11][CH:10]=[C:9]([C:13]([N:39]2[CH2:40][CH2:41][CH2:42][CH:37]([C:35]([NH:34][C:27]3[CH:26]=[CH:25][C:24]([Cl:23])=[CH:33][C:28]=3[C:29]([O:31][CH3:32])=[O:30])=[O:36])[CH2:38]2)=[O:15])[CH:8]=1. The yield is 0.940.